This data is from Reaction yield outcomes from USPTO patents with 853,638 reactions. The task is: Predict the reaction yield, written as a fraction of the theoretical maximum amount of product (1.0 means a 100% yield; for example, 0.34 means a 34% yield). (1) The reactants are C(OC([NH:8][CH2:9][CH:10]1[CH2:15][CH2:14][N:13]([C:16]2[N:20]([CH3:21])[N:19]=[CH:18][C:17]=2[NH:22][C:23]([C:25]2[N:26]=[C:27](Br)[S:28][C:29]=2[NH:30]C(=O)OC(C)(C)C)=[O:24])[CH2:12][CH2:11]1)=O)CCC.[Cl:39][C:40]1[CH:45]=[CH:44][C:43]([Cl:46])=[CH:42][C:41]=1B(O)O. No catalyst specified. The product is [NH2:30][C:29]1[S:28][C:27]([C:44]2[CH:45]=[C:40]([Cl:39])[CH:41]=[CH:42][C:43]=2[Cl:46])=[N:26][C:25]=1[C:23]([NH:22][C:17]1[CH:18]=[N:19][N:20]([CH3:21])[C:16]=1[N:13]1[CH2:12][CH2:11][CH:10]([CH2:9][NH2:8])[CH2:15][CH2:14]1)=[O:24]. The yield is 0.190. (2) The reactants are [CH3:1][OH:2].[Na].C[O-].[Na+].[Br:7][C:8]1[CH:9]=[N:10][CH:11]=[C:12](Br)[CH:13]=1. The catalyst is CN(C=O)C. The product is [Br:7][C:8]1[CH:9]=[N:10][CH:11]=[C:12]([O:2][CH3:1])[CH:13]=1. The yield is 0.620. (3) The reactants are [C:1](OC(=O)C)(=[O:3])[CH3:2].[OH:8][C@:9]1([C:27]2[CH:36]=[CH:35][C:34]3[C:29](=[CH:30][C:31]([CH:39]=[CH2:40])=[C:32]([O:37][CH3:38])[CH:33]=3)[CH:28]=2)[CH2:13][N:12]([C:14]([O:16][CH2:17][CH2:18][Si:19]([CH3:22])([CH3:21])[CH3:20])=[O:15])[C@H:11]([C:23]([O:25][CH3:26])=[O:24])[CH2:10]1.CO[C@]1(C2C=CC3C(=CC(C=C)=C(OC)C=3)C=2)CN[C@H](C(OC)=O)C1.N1C=CC=CC=1. The catalyst is CN(C1C=CN=CC=1)C.C(Cl)Cl. The product is [C:1]([O:8][C@:9]1([C:27]2[CH:36]=[CH:35][C:34]3[C:29](=[CH:30][C:31]([CH:39]=[CH2:40])=[C:32]([O:37][CH3:38])[CH:33]=3)[CH:28]=2)[CH2:13][N:12]([C:14]([O:16][CH2:17][CH2:18][Si:19]([CH3:22])([CH3:21])[CH3:20])=[O:15])[C@H:11]([C:23]([O:25][CH3:26])=[O:24])[CH2:10]1)(=[O:3])[CH3:2]. The yield is 0.390. (4) The reactants are C([O:3][C:4](=[O:24])[CH:5](C#N)[CH:6]([C:15]1[CH:20]=[CH:19][C:18]([Br:21])=[CH:17][CH:16]=1)[C:7]1[CH:12]=[CH:11][C:10]([Cl:13])=[C:9]([F:14])[CH:8]=1)C.C(O)(=O)C.S(=O)(=O)(O)O. The catalyst is O. The product is [Br:21][C:18]1[CH:17]=[CH:16][C:15]([CH:6]([C:7]2[CH:12]=[CH:11][C:10]([Cl:13])=[C:9]([F:14])[CH:8]=2)[CH2:5][C:4]([OH:24])=[O:3])=[CH:20][CH:19]=1. The yield is 0.490. (5) The product is [Br:1][C:2]1[C:3]([C:9]([O:11][CH3:12])=[O:10])=[CH:4][C:5]([O:8][CH:13]([CH3:15])[CH3:14])=[N:6][CH:7]=1. The yield is 0.990. The reactants are [Br:1][C:2]1[C:3]([C:9]([O:11][CH3:12])=[O:10])=[CH:4][C:5]([OH:8])=[N:6][CH:7]=1.[CH:13](I)([CH3:15])[CH3:14]. The catalyst is C1(C)C=CC=CC=1. (6) The reactants are [C:1]([C:4]1[CH:9]=[CH:8][C:7]([S:10](Cl)(=[O:12])=[O:11])=[CH:6][CH:5]=1)(=[O:3])[CH3:2].[NH3:14]. The catalyst is CC(C)=O. The product is [C:1]([C:4]1[CH:9]=[CH:8][C:7]([S:10]([NH2:14])(=[O:12])=[O:11])=[CH:6][CH:5]=1)(=[O:3])[CH3:2]. The yield is 0.930.